From a dataset of NCI-60 drug combinations with 297,098 pairs across 59 cell lines. Regression. Given two drug SMILES strings and cell line genomic features, predict the synergy score measuring deviation from expected non-interaction effect. (1) Synergy scores: CSS=-1.18, Synergy_ZIP=3.20, Synergy_Bliss=3.90, Synergy_Loewe=-4.83, Synergy_HSA=-1.49. Cell line: SF-268. Drug 2: CC1=C(C(=CC=C1)Cl)NC(=O)C2=CN=C(S2)NC3=CC(=NC(=N3)C)N4CCN(CC4)CCO. Drug 1: CCCCCOC(=O)NC1=NC(=O)N(C=C1F)C2C(C(C(O2)C)O)O. (2) Drug 1: C1CCN(CC1)CCOC2=CC=C(C=C2)C(=O)C3=C(SC4=C3C=CC(=C4)O)C5=CC=C(C=C5)O. Drug 2: C1=CC(=CC=C1CCCC(=O)O)N(CCCl)CCCl. Cell line: MALME-3M. Synergy scores: CSS=19.5, Synergy_ZIP=-3.56, Synergy_Bliss=2.75, Synergy_Loewe=2.18, Synergy_HSA=3.21.